Dataset: CYP2C9 inhibition data for predicting drug metabolism from PubChem BioAssay. Task: Regression/Classification. Given a drug SMILES string, predict its absorption, distribution, metabolism, or excretion properties. Task type varies by dataset: regression for continuous measurements (e.g., permeability, clearance, half-life) or binary classification for categorical outcomes (e.g., BBB penetration, CYP inhibition). Dataset: cyp2c9_veith. The molecule is Cc1ccc(-c2c(C)sc(NC(=O)C3C4CCC(O4)C3C(=O)O)c2C(=O)OC(C)C)cc1. The result is 0 (non-inhibitor).